This data is from Full USPTO retrosynthesis dataset with 1.9M reactions from patents (1976-2016). The task is: Predict the reactants needed to synthesize the given product. (1) Given the product [ClH:25].[F:1][C:2]1[CH:7]=[C:6]([F:8])[CH:5]=[CH:4][C:3]=1[C:9]([F:24])([F:23])[CH:10]1[CH2:15][CH2:14][NH:13][CH2:12][CH2:11]1, predict the reactants needed to synthesize it. The reactants are: [F:1][C:2]1[CH:7]=[C:6]([F:8])[CH:5]=[CH:4][C:3]=1[C:9]([F:24])([F:23])[CH:10]1[CH2:15][CH2:14][N:13](C(OC(C)(C)C)=O)[CH2:12][CH2:11]1.[ClH:25]. (2) The reactants are: O.CC1C=CC(S(O)(=O)=O)=CC=1.[CH:13]12[NH:30][CH:17]([CH2:18][N:19]([C:21]3[CH:27]=[CH:26][C:24]([NH2:25])=[C:23]([O:28][CH3:29])[CH:22]=3)[CH2:20]1)[CH2:16][O:15][CH2:14]2.Cl[C:32]1[N:37]=[C:36]([C:38]2[N:42]3[CH:43]=[CH:44][CH:45]=[CH:46][C:41]3=[N:40][CH:39]=2)[C:35]([Cl:47])=[CH:34][N:33]=1.C(=O)([O-])O.[Na+]. Given the product [CH:13]12[NH:30][CH:17]([CH2:18][N:19]([C:21]3[CH:27]=[CH:26][C:24]([NH:25][C:32]4[N:37]=[C:36]([C:38]5[N:42]6[CH:43]=[CH:44][CH:45]=[CH:46][C:41]6=[N:40][CH:39]=5)[C:35]([Cl:47])=[CH:34][N:33]=4)=[C:23]([O:28][CH3:29])[CH:22]=3)[CH2:20]1)[CH2:16][O:15][CH2:14]2, predict the reactants needed to synthesize it. (3) Given the product [OH:4][C:5]1[CH:10]=[C:9]([OH:11])[CH:8]=[CH:7][C:6]=1[CH:12]1[CH2:17][CH2:16][CH2:15][C:14]([CH3:1])([OH:18])[CH2:13]1, predict the reactants needed to synthesize it. The reactants are: [CH3:1][Mg]Cl.[OH:4][C:5]1[CH:10]=[C:9]([OH:11])[CH:8]=[CH:7][C:6]=1[CH:12]1[CH2:17][CH2:16][CH2:15][C:14](=[O:18])[CH2:13]1.Cl.